This data is from Catalyst prediction with 721,799 reactions and 888 catalyst types from USPTO. The task is: Predict which catalyst facilitates the given reaction. Reactant: [CH2:1]([C:9]1[C:10]([C:29]([F:32])([F:31])[F:30])=[C:11]2[C:15]3=[C:16]([CH2:18][NH:19][CH:20](C(OC(C)(C)C)=O)[CH2:21][N:14]3[CH:13]=[CH:12]2)[CH:17]=1)[CH2:2][C:3]1[CH:8]=[CH:7][CH:6]=[CH:5][CH:4]=1.Cl.O1CCOCC1. Product: [CH2:1]([C:9]1[C:10]([C:29]([F:32])([F:31])[F:30])=[C:11]2[C:15]3=[C:16]([CH2:18][NH:19][CH2:20][CH2:21][N:14]3[CH:13]=[CH:12]2)[CH:17]=1)[CH2:2][C:3]1[CH:4]=[CH:5][CH:6]=[CH:7][CH:8]=1. The catalyst class is: 2.